This data is from Forward reaction prediction with 1.9M reactions from USPTO patents (1976-2016). The task is: Predict the product of the given reaction. (1) Given the reactants C([O:8][C@H:9]([C@@H:19]([CH2:21][O:22][C:23](=[O:25])[CH3:24])[OH:20])[C@H:10]([O:15][C:16](=[O:18])[CH3:17])[C@@H:11]([OH:14])[CH:12]=[O:13])C1C=CC=CC=1.[H][H], predict the reaction product. The product is: [C:16]([O:15][C@@H:10]([C@@H:9]([C@@H:19]([CH2:21][O:22][C:23](=[O:25])[CH3:24])[OH:20])[OH:8])[C@@H:11]([OH:14])[CH:12]=[O:13])(=[O:18])[CH3:17]. (2) Given the reactants [C:1]1(P(C2C=CC=CC=2)C2C=CC=CC=2)[CH:6]=CC=C[CH:2]=1.C[O:21][C:22](=[O:31])[C:23]1[CH:28]=[CH:27][C:26]([OH:29])=[C:25]([Cl:30])[CH:24]=1.C1C=CC(COC(/N=N/C(OCC2C=CC=CC=2)=O)=O)=CC=1.C(O)(C)C, predict the reaction product. The product is: [Cl:30][C:25]1[CH:24]=[C:23]([CH:28]=[CH:27][C:26]=1[O:29][CH:1]([CH3:6])[CH3:2])[C:22]([OH:21])=[O:31]. (3) Given the reactants [CH3:1][C:2]1[C:6]([CH:7]([C:10]2[O:11][C:12]3[CH:18]=[CH:17][C:16]([CH2:19][C:20](O)=[O:21])=[CH:15][C:13]=3[CH:14]=2)[CH2:8][OH:9])=[C:5]([CH3:23])[O:4][N:3]=1.[CH3:24][C:25]1[CH:30]=[C:29]([CH3:31])[CH:28]=[CH:27][C:26]=1[C@H:32]([C:34]1[CH:39]=[CH:38][CH:37]=[CH:36][CH:35]=1)[NH2:33].C(OCC#N)(C)C, predict the reaction product. The product is: [CH3:1][C:2]1[C:6]([CH:7]([C:10]2[O:11][C:12]3[CH:18]=[CH:17][C:16]([CH2:19][C:20]([NH:33][C@H:32]([C:26]4[CH:27]=[CH:28][C:29]([CH3:31])=[CH:30][C:25]=4[CH3:24])[C:34]4[CH:35]=[CH:36][CH:37]=[CH:38][CH:39]=4)=[O:21])=[CH:15][C:13]=3[CH:14]=2)[CH2:8][OH:9])=[C:5]([CH3:23])[O:4][N:3]=1. (4) Given the reactants [CH2:1]([O:3][CH2:4][CH2:5][N:6]1[C:10]2[CH:11]=[CH:12][CH:13]=[CH:14][C:9]=2[N:8]=[C:7]1[N:15]1[CH2:21][CH2:20][CH2:19][N:18]([CH2:22][CH2:23][C:24]2([C:29]3[CH:34]=[CH:33][CH:32]=[CH:31][CH:30]=3)[CH2:28][CH2:27][NH:26][CH2:25]2)[CH2:17][CH2:16]1)[CH3:2].C(N(CC)C(C)C)(C)C.[CH3:44][O:45][C:46]1[CH:54]=[CH:53][C:52]([CH2:55][N:56]2[CH:60]=[CH:59][N:58]=[N:57]2)=[CH:51][C:47]=1[C:48](Cl)=[O:49].CO.ClCCl, predict the reaction product. The product is: [CH3:44][O:45][C:46]1[CH:54]=[CH:53][C:52]([CH2:55][N:56]2[CH:60]=[CH:59][N:58]=[N:57]2)=[CH:51][C:47]=1[C:48]([N:26]1[CH2:27][CH2:28][C:24]([CH2:23][CH2:22][N:18]2[CH2:19][CH2:20][CH2:21][N:15]([C:7]3[N:6]([CH2:5][CH2:4][O:3][CH2:1][CH3:2])[C:10]4[CH:11]=[CH:12][CH:13]=[CH:14][C:9]=4[N:8]=3)[CH2:16][CH2:17]2)([C:29]2[CH:34]=[CH:33][CH:32]=[CH:31][CH:30]=2)[CH2:25]1)=[O:49]. (5) Given the reactants [C:1](=[O:40])(OC1C=CC([N+]([O-])=O)=CC=1)[O:2][C@@H:3]1[CH2:19][C@@H:18]2[C@@:6]([CH3:29])([C@@H:7]3[C@@H:15]([CH2:16][CH2:17]2)[C@:14]2([OH:20])[C@@:10]([CH3:28])([C@@H:11]([C:21]4[CH:22]=[CH:23][C:24](=[O:27])[O:25][CH:26]=4)[CH2:12][CH2:13]2)[CH2:9][CH2:8]3)[CH2:5][CH2:4]1.[NH2:41][CH2:42][CH2:43][CH2:44][C:45]([OH:47])=[O:46].CCN(C(C)C)C(C)C, predict the reaction product. The product is: [OH:20][C@:14]12[CH2:13][CH2:12][C@H:11]([C:21]3[CH:22]=[CH:23][C:24](=[O:27])[O:25][CH:26]=3)[C@@:10]1([CH3:28])[CH2:9][CH2:8][C@H:7]1[C@H:15]2[CH2:16][CH2:17][C@H:18]2[C@:6]1([CH3:29])[CH2:5][CH2:4][C@H:3]([O:2][C:1]([NH:41][CH2:42][CH2:43][CH2:44][C:45]([OH:47])=[O:46])=[O:40])[CH2:19]2. (6) Given the reactants [CH2:1]([C@@H:8]([CH2:12][CH2:13][C@H:14]([CH2:34][C:35]1[CH:40]=[CH:39][CH:38]=[CH:37][CH:36]=1)[C:15]([NH:17][C@H:18]1[CH2:24][CH2:23][S:22][C@H:21]2[CH2:25][CH2:26][CH2:27][C@@H:28]([C:29]([O:31][CH3:32])=[O:30])[N:20]2[C:19]1=[O:33])=[O:16])[C:9](O)=[O:10])[C:2]1[CH:7]=[CH:6][CH:5]=[CH:4][CH:3]=1.[NH2:41][C@H:42]1[CH2:48][CH2:47][S:46][C@H:45]2[CH2:49][CH2:50][C@@H:51]([C:53]([F:56])([F:55])[F:54])[CH2:52][N:44]2[C:43]1=[O:57], predict the reaction product. The product is: [CH2:34]([C@@H:14]([CH2:13][CH2:12][C@H:8]([CH2:1][C:2]1[CH:7]=[CH:6][CH:5]=[CH:4][CH:3]=1)[C:9](=[O:10])[NH:41][C@H:42]1[CH2:48][CH2:47][S:46][C@H:45]2[CH2:49][CH2:50][C@@H:51]([C:53]([F:55])([F:54])[F:56])[CH2:52][N:44]2[C:43]1=[O:57])[C:15]([NH:17][C@H:18]1[CH2:24][CH2:23][S:22][C@H:21]2[CH2:25][CH2:26][CH2:27][C@@H:28]([C:29]([O:31][CH3:32])=[O:30])[N:20]2[C:19]1=[O:33])=[O:16])[C:35]1[CH:36]=[CH:37][CH:38]=[CH:39][CH:40]=1. (7) Given the reactants Cl.O.[Cl:3][C:4]1[CH:9]=[CH:8][C:7]([C:10](=O)[CH2:11][CH2:12][C:13]([OH:15])=[O:14])=[C:6]([OH:17])[C:5]=1[F:18], predict the reaction product. The product is: [Cl:3][C:4]1[CH:9]=[CH:8][C:7]([CH2:10][CH2:11][CH2:12][C:13]([OH:15])=[O:14])=[C:6]([OH:17])[C:5]=1[F:18].